From a dataset of Full USPTO retrosynthesis dataset with 1.9M reactions from patents (1976-2016). Predict the reactants needed to synthesize the given product. (1) The reactants are: [OH:1][C:2]1[CH:7]=[CH:6][C:5]([CH2:8][C:9]([O:11][CH3:12])=[O:10])=[CH:4][CH:3]=1.N1C=CN=C1.[CH:18]([Si:21](Cl)([CH:25]([CH3:27])[CH3:26])[CH:22]([CH3:24])[CH3:23])([CH3:20])[CH3:19].O. Given the product [CH:18]([Si:21]([CH:25]([CH3:27])[CH3:26])([CH:22]([CH3:24])[CH3:23])[O:1][C:2]1[CH:3]=[CH:4][C:5]([CH2:8][C:9]([O:11][CH3:12])=[O:10])=[CH:6][CH:7]=1)([CH3:20])[CH3:19], predict the reactants needed to synthesize it. (2) Given the product [CH2:1]([C:5]1[CH:6]=[CH:7][C:8]([C:11]#[C:12][C:13]2[CH:14]=[CH:15][C:16]([CH2:17][N:18]([C:37](=[O:38])[CH2:36][C:32]([CH3:35])([CH3:34])[CH3:33])[C:19]3[CH:20]=[CH:21][C:22]([F:29])=[C:23]([CH:28]=3)[C:24]([O:26][CH3:27])=[O:25])=[CH:30][CH:31]=2)=[CH:9][CH:10]=1)[CH2:2][CH2:3][CH3:4], predict the reactants needed to synthesize it. The reactants are: [CH2:1]([C:5]1[CH:10]=[CH:9][C:8]([C:11]#[C:12][C:13]2[CH:31]=[CH:30][C:16]([CH2:17][NH:18][C:19]3[CH:20]=[CH:21][C:22]([F:29])=[C:23]([CH:28]=3)[C:24]([O:26][CH3:27])=[O:25])=[CH:15][CH:14]=2)=[CH:7][CH:6]=1)[CH2:2][CH2:3][CH3:4].[C:32]([CH2:36][C:37](Cl)=[O:38])([CH3:35])([CH3:34])[CH3:33]. (3) Given the product [I:1][C:14]1[C:8]2[S:7][C:6]([CH2:5][O:4][CH3:3])=[N:10][C:9]=2[CH:11]=[CH:12][C:13]=1[NH2:15], predict the reactants needed to synthesize it. The reactants are: [I:1]Cl.[CH3:3][O:4][CH2:5][C:6]1[S:7][C:8]2[CH:14]=[C:13]([NH2:15])[CH:12]=[CH:11][C:9]=2[N:10]=1.C(=O)(O)[O-].[Na+]. (4) Given the product [CH3:38][O:37][C:27]1[CH:26]=[C:25]([NH:23][C:21]2[N:22]=[C:9]3[N:10]([C:11]([C:14]4[CH:19]=[CH:18][CH:17]=[CH:16][CH:15]=4)=[N:12][CH:13]=[C:8]3[CH2:7][N:1]3[CH2:6][CH2:5][O:4][CH2:3][CH2:2]3)[N:20]=2)[CH:30]=[CH:29][C:28]=1[N:31]1[CH:35]=[C:34]([CH3:36])[N:33]=[CH:32]1, predict the reactants needed to synthesize it. The reactants are: [N:1]1([CH2:7][C:8]2[C:9]3[N:10]([N:20]=[C:21]([NH2:23])[N:22]=3)[C:11]([C:14]3[CH:19]=[CH:18][CH:17]=[CH:16][CH:15]=3)=[N:12][CH:13]=2)[CH2:6][CH2:5][O:4][CH2:3][CH2:2]1.Br[C:25]1[CH:30]=[CH:29][C:28]([N:31]2[CH:35]=[C:34]([CH3:36])[N:33]=[CH:32]2)=[C:27]([O:37][CH3:38])[CH:26]=1. (5) Given the product [CH2:1]([N:3]1[C:11]2[C:6](=[CH:7][C:8]([NH:12][C:30]([C:28]3[N:29]=[C:25]([C:20]4[CH:21]=[CH:22][CH:23]=[CH:24][C:19]=4[O:18][C:17]([F:37])([F:16])[F:38])[O:26][C:27]=3[C:33]([F:35])([F:36])[F:34])=[O:31])=[CH:9][CH:10]=2)[C:5](=[O:15])[NH:4]1)[CH3:2], predict the reactants needed to synthesize it. The reactants are: [CH2:1]([N:3]1[C:11]2[C:6](=[CH:7][C:8]([N+:12]([O-])=O)=[CH:9][CH:10]=2)[C:5](=[O:15])[NH:4]1)[CH3:2].[F:16][C:17]([F:38])([F:37])[O:18][C:19]1[CH:24]=[CH:23][CH:22]=[CH:21][C:20]=1[C:25]1[O:26][C:27]([C:33]([F:36])([F:35])[F:34])=[C:28]([C:30](O)=[O:31])[N:29]=1.C(N1C2C(=CC(NC(C3C(C)=NN(C4C=CC=CC=4)N=3)=O)=CC=2)C(=O)N1)C.